This data is from Reaction yield outcomes from USPTO patents with 853,638 reactions. The task is: Predict the reaction yield, written as a fraction of the theoretical maximum amount of product (1.0 means a 100% yield; for example, 0.34 means a 34% yield). (1) The reactants are Br[C:2]1[C:3]([CH3:20])=[C:4]([CH:9]=[C:10]([C:12]2[CH:13]=[N:14][C:15]([S:18][CH3:19])=[N:16][CH:17]=2)[CH:11]=1)[C:5]([O:7][CH3:8])=[O:6].[CH3:21][N:22]1[C:26](B2OC(C)(C)C(C)(C)O2)=[C:25]([CH3:36])[CH:24]=[N:23]1.C(=O)([O-])[O-].[Na+].[Na+]. The product is [CH3:21][N:22]1[C:26]([C:2]2[C:3]([CH3:20])=[C:4]([CH:9]=[C:10]([C:12]3[CH:13]=[N:14][C:15]([S:18][CH3:19])=[N:16][CH:17]=3)[CH:11]=2)[C:5]([O:7][CH3:8])=[O:6])=[C:25]([CH3:36])[CH:24]=[N:23]1. The yield is 0.450. The catalyst is O1CCOCC1.[Pd+2].ClC1C=C[C-](P(C2C=CC=CC=2)C2C=CC=CC=2)C=1Cl.[C-]1(P(C2C=CC=CC=2)C2C=CC=CC=2)C=CC=C1.[Fe+2].ClCCl. (2) The reactants are [Br:1][C:2]1[C:3]2[CH:11]=[CH:10][O:9][C:4]=2[C:5](=[O:8])[NH:6][CH:7]=1.[H-].[Na+].[CH3:14]I. The catalyst is CN(C=O)C. The product is [Br:1][C:2]1[C:3]2[CH:11]=[CH:10][O:9][C:4]=2[C:5](=[O:8])[N:6]([CH3:14])[CH:7]=1. The yield is 0.940. (3) The reactants are Br[C:2]1[C:3](=[O:25])[N:4]([CH:19]2[CH2:24][CH2:23][CH2:22][CH2:21][O:20]2)[N:5]=[CH:6][C:7]=1[NH:8][C@@H:9]1[CH2:14][C@@H:13]2[CH2:15][C@@H:11]([C:12]2([CH3:17])[CH3:16])[C@H:10]1[CH3:18].[OH-:26].[K+].[Cl-].[NH4+]. The catalyst is O1CCOCC1.O.C1C=CC(/C=C/C(/C=C/C2C=CC=CC=2)=O)=CC=1.C1C=CC(/C=C/C(/C=C/C2C=CC=CC=2)=O)=CC=1.C1C=CC(/C=C/C(/C=C/C2C=CC=CC=2)=O)=CC=1.[Pd].[Pd].C(P(C(C)(C)C)C1C=CC=CC=1C1C(C(C)C)=CC(C(C)C)=CC=1C(C)C)(C)(C)C. The product is [OH:26][C:2]1[C:3](=[O:25])[N:4]([CH:19]2[CH2:24][CH2:23][CH2:22][CH2:21][O:20]2)[N:5]=[CH:6][C:7]=1[NH:8][C@@H:9]1[CH2:14][C@@H:13]2[CH2:15][C@@H:11]([C:12]2([CH3:17])[CH3:16])[C@H:10]1[CH3:18]. The yield is 1.00. (4) The reactants are [CH3:1][N:2]1[C:7]2[CH2:8][CH2:9][CH2:10][C:6]=2[C:5](=[S:11])[NH:4][C:3]1=[O:12].I[CH3:14].Cl. The catalyst is [OH-].[Na+]. The product is [CH3:1][N:2]1[C:7]2[CH2:8][CH2:9][CH2:10][C:6]=2[C:5]([S:11][CH3:14])=[N:4][C:3]1=[O:12]. The yield is 0.880. (5) The reactants are [Cl:1][C:2]1[CH:3]=[C:4]([N:9]=[C:10]=[O:11])[CH:5]=[CH:6][C:7]=1[Cl:8].Cl.[NH2:13][CH2:14][C:15]1[CH:23]=[CH:22][CH:21]=[C:20]2[C:16]=1[CH2:17][N:18]([CH:25]1[CH2:30][CH2:29][C:28](=[O:31])[NH:27][C:26]1=[O:32])[C:19]2=[O:24].C(N(CC)CC)C. The catalyst is C1COCC1. The product is [Cl:1][C:2]1[CH:3]=[C:4]([NH:9][C:10]([NH:13][CH2:14][C:15]2[CH:23]=[CH:22][CH:21]=[C:20]3[C:16]=2[CH2:17][N:18]([CH:25]2[CH2:30][CH2:29][C:28](=[O:31])[NH:27][C:26]2=[O:32])[C:19]3=[O:24])=[O:11])[CH:5]=[CH:6][C:7]=1[Cl:8]. The yield is 0.670. (6) The reactants are [CH2:1]([N:5]([CH2:15][CH2:16][CH2:17][CH3:18])[C:6]([C:8]1[C:12](Cl)=[C:11]([CH3:14])[NH:10][N:9]=1)=[O:7])[CH2:2][CH2:3][CH3:4].[Br:19]C1C(C(OCC)=O)=NNC=1C. No catalyst specified. The product is [Br:19][C:12]1[C:8]([C:6]([N:5]([CH2:15][CH2:16][CH2:17][CH3:18])[CH2:1][CH2:2][CH2:3][CH3:4])=[O:7])=[N:9][NH:10][C:11]=1[CH3:14]. The yield is 0.750. (7) The yield is 0.840. The catalyst is CO.O. The reactants are C[O:2][C:3]([C:5]1([C:8]2[CH:9]=[CH:10][C:11]3[O:15][C:14](=[O:16])[NH:13][C:12]=3[CH:17]=2)[CH2:7][CH2:6]1)=[O:4].O[Li].O. The product is [O:16]=[C:14]1[NH:13][C:12]2[CH:17]=[C:8]([C:5]3([C:3]([OH:4])=[O:2])[CH2:7][CH2:6]3)[CH:9]=[CH:10][C:11]=2[O:15]1.